Dataset: Reaction yield outcomes from USPTO patents with 853,638 reactions. Task: Predict the reaction yield, written as a fraction of the theoretical maximum amount of product (1.0 means a 100% yield; for example, 0.34 means a 34% yield). The reactants are Cl[C:2]1[N:7]2[N:8]=[C:9]([C:11]3[CH:16]=[CH:15][CH:14]=[CH:13][CH:12]=3)[N:10]=[C:6]2[N:5]=[C:4]([CH3:17])[C:3]=1[CH2:18][C:19]([O:21][CH3:22])=[O:20].CC[N:25]([CH:29]([CH3:31])C)[CH:26]([CH3:28])C.CN1C(=O)[CH2:36][CH2:35][CH2:34]1. No catalyst specified. The product is [CH3:34][C:35]1([CH3:36])[CH2:28][CH2:26][N:25]([C:2]2[N:7]3[N:8]=[C:9]([C:11]4[CH:16]=[CH:15][CH:14]=[CH:13][CH:12]=4)[N:10]=[C:6]3[N:5]=[C:4]([CH3:17])[C:3]=2[CH2:18][C:19]([O:21][CH3:22])=[O:20])[CH2:29][CH2:31]1. The yield is 0.850.